Predict the reactants needed to synthesize the given product. From a dataset of Full USPTO retrosynthesis dataset with 1.9M reactions from patents (1976-2016). (1) Given the product [CH3:14][C:15]1[C:23]2[C:18](=[N:19][CH:20]=[C:21]([CH:24]=[N:6][NH:7][C:8]([NH2:10])=[S:9])[CH:22]=2)[NH:17][N:16]=1, predict the reactants needed to synthesize it. The reactants are: C([O-])(=O)C.[Na+].[NH2:6][NH:7][C:8]([NH2:10])=[S:9].C(O)C.[CH3:14][C:15]1[C:23]2[C:18](=[N:19][CH:20]=[C:21]([CH:24]=O)[CH:22]=2)[NH:17][N:16]=1. (2) The reactants are: [N+:1]([C:4]1[CH:9]=[CH:8][CH:7]=[CH:6][C:5]=1[NH:10][CH:11]1[CH2:16][CH2:15][CH2:14][O:13][CH2:12]1)([O-])=O. Given the product [O:13]1[CH2:14][CH2:15][CH2:16][CH:11]([NH:10][C:5]2[C:4]([NH2:1])=[CH:9][CH:8]=[CH:7][CH:6]=2)[CH2:12]1, predict the reactants needed to synthesize it. (3) Given the product [ClH:23].[CH2:20]([C:10]([NH2:13])([C:7]1[S:6][C:5]([S:2]([CH3:1])(=[O:3])=[O:4])=[N:9][CH:8]=1)[CH2:11][CH3:12])[CH3:21], predict the reactants needed to synthesize it. The reactants are: [CH3:1][S:2]([C:5]1[S:6][C:7](/[C:10](=[N:13]\S(C(C)(C)C)=O)/[CH2:11][CH3:12])=[CH:8][N:9]=1)(=[O:4])=[O:3].[CH2:20]([Mg][Cl:23])[CH3:21].Cl.O1CCOCC1. (4) Given the product [NH:28]1[CH2:29][CH2:30][N:26]=[C:27]1[C:31]1[CH:37]=[CH:36][C:34]([NH:35][C:2]2[C:11]3=[N:12][NH:13][CH:14]=[C:10]3[C:9]3[CH:8]=[C:7]([O:24][CH3:25])[CH:6]=[CH:5][C:4]=3[N:3]=2)=[CH:33][CH:32]=1, predict the reactants needed to synthesize it. The reactants are: Cl[C:2]1[C:11]2=[N:12][N:13](CC3C=CC(OC)=CC=3)[CH:14]=[C:10]2[C:9]2[CH:8]=[C:7]([O:24][CH3:25])[CH:6]=[CH:5][C:4]=2[N:3]=1.[NH:26]1[CH2:30][CH2:29][N:28]=[C:27]1[C:31]1[CH:37]=[CH:36][C:34]([NH2:35])=[CH:33][CH:32]=1.Cl.